Dataset: Full USPTO retrosynthesis dataset with 1.9M reactions from patents (1976-2016). Task: Predict the reactants needed to synthesize the given product. Given the product [ClH:35].[ClH:35].[CH2:27]([N:21]([CH2:22][CH2:23][N:24]([CH3:26])[CH3:25])[C:20](=[O:34])[CH2:19][O:18][C:11]1[CH:12]=[CH:13][CH:14]=[C:15]2[C:10]=1[CH2:9][NH:8][CH2:17][CH2:16]2)[C:28]1[CH:29]=[CH:30][CH:31]=[CH:32][CH:33]=1, predict the reactants needed to synthesize it. The reactants are: C(OC([N:8]1[CH2:17][CH2:16][C:15]2[C:10](=[C:11]([O:18][CH2:19][C:20](=[O:34])[N:21]([CH2:27][C:28]3[CH:33]=[CH:32][CH:31]=[CH:30][CH:29]=3)[CH2:22][CH2:23][N:24]([CH3:26])[CH3:25])[CH:12]=[CH:13][CH:14]=2)[CH2:9]1)=O)(C)(C)C.[ClH:35].